This data is from Forward reaction prediction with 1.9M reactions from USPTO patents (1976-2016). The task is: Predict the product of the given reaction. (1) Given the reactants Br[C:2]1[CH:3]=[C:4]([C@@H:8]([NH:13][C:14]([C@@H:16]2[CH2:21][CH2:20][CH2:19][N:18]([C:22](=[O:31])[CH2:23][CH2:24][CH:25]3[CH2:30][CH2:29][NH:28][CH2:27][CH2:26]3)[CH2:17]2)=[O:15])[CH2:9][C:10]([OH:12])=[O:11])[CH:5]=[N:6][CH:7]=1.C(N(CC)CC)C.CCCCCCCCCC.[C:49]([C:51]1[CH:56]=[CH:55][C:54]([CH2:57][CH2:58][CH2:59][CH2:60][CH2:61][CH2:62][NH:63][C:64](=[O:95])[CH2:65][NH:66][C:67](=[O:94])[CH:68]([N:70]2[CH2:81][CH2:80][N:79]([CH2:82][C:83]([O-:85])=[O:84])[CH2:78][CH2:77][N:76]([CH2:86][C:87]([O-:89])=[O:88])[CH2:75][CH2:74][N:73]([CH2:90][C:91]([O-:93])=[O:92])[CH2:72][CH2:71]2)[CH3:69])=[CH:53][CH:52]=1)#[CH:50].[Gd+3:96], predict the reaction product. The product is: [C:10]([CH2:9][C@@H:8]([C:4]1[CH:3]=[C:2]([C:50]#[C:49][C:51]2[CH:52]=[CH:53][C:54]([CH2:57][CH2:58][CH2:59][CH2:60][CH2:61][CH2:62][NH:63][C:64](=[O:95])[CH2:65][NH:66][C:67](=[O:94])[C@@H:68]([N:70]3[CH2:71][CH2:72][N:73]([CH2:90][C:91]([O-:93])=[O:92])[CH2:74][CH2:75][N:76]([CH2:86][C:87]([O-:89])=[O:88])[CH2:77][CH2:78][N:79]([CH2:82][C:83]([O-:85])=[O:84])[CH2:80][CH2:81]3)[CH3:69])=[CH:55][CH:56]=2)[CH:7]=[N:6][CH:5]=1)[NH:13][C:14]([C@@H:16]1[CH2:21][CH2:20][CH2:19][N:18]([C:22](=[O:31])[CH2:23][CH2:24][CH:25]2[CH2:30][CH2:29][NH:28][CH2:27][CH2:26]2)[CH2:17]1)=[O:15])([OH:12])=[O:11].[Gd+3:96]. (2) Given the reactants [NH:1]1[CH2:8][S:7][CH2:6][C@H:2]1[C:3]([OH:5])=[O:4].[C:9]([O:13][C:14](O[C:14]([O:13][C:9]([CH3:12])([CH3:11])[CH3:10])=[O:15])=[O:15])([CH3:12])([CH3:11])[CH3:10], predict the reaction product. The product is: [C:9]([O:13][C:14]([N:1]1[C@@H:2]([C:3]([OH:5])=[O:4])[CH2:6][S:7][CH2:8]1)=[O:15])([CH3:12])([CH3:11])[CH3:10]. (3) Given the reactants [S:1]1[C:5]2[CH:6]=[CH:7][CH:8]=[CH:9][C:4]=2[C:3]([CH2:10][C@H:11]([C:13]2[NH:14][CH:15]=[C:16]([C:18]3[CH:23]=[CH:22][CH:21]=[CH:20][CH:19]=3)[N:17]=2)[NH2:12])=[CH:2]1.[CH3:24][CH2:25][CH2:26][CH2:27][C:28](=O)[CH2:29][CH2:30][CH2:31][CH3:32], predict the reaction product. The product is: [CH2:27]([C:28]1([CH2:29][CH2:30][CH2:31][CH3:32])[C:2]2[S:1][C:5]3[CH:6]=[CH:7][CH:8]=[CH:9][C:4]=3[C:3]=2[CH2:10][C@H:11]([C:13]2[NH:14][CH:15]=[C:16]([C:18]3[CH:23]=[CH:22][CH:21]=[CH:20][CH:19]=3)[N:17]=2)[NH:12]1)[CH2:26][CH2:25][CH3:24]. (4) Given the reactants [C:1]1([CH:7]=[CH:8][CH:9]=[CH:10][C:11]([OH:13])=O)[CH:6]=[CH:5][CH:4]=[CH:3][CH:2]=1.CN(C)CCCN=C=NCC.[NH2:25][C@H:26]1[C@H:31]([O:32][CH3:33])[O:30][C@H:29]([CH2:34][OH:35])[C@@H:28]([OH:36])[C@@H:27]1[OH:37], predict the reaction product. The product is: [OH:37][C@H:27]1[C@H:28]([OH:36])[C@@H:29]([CH2:34][OH:35])[O:30][C@@H:31]([O:32][CH3:33])[C@@H:26]1[NH:25][C:11](=[O:13])/[CH:10]=[CH:9]/[CH:8]=[CH:7]/[C:1]1[CH:2]=[CH:3][CH:4]=[CH:5][CH:6]=1. (5) Given the reactants [Cl-].[Ce+3].[Cl-].[Cl-].[C:5]([N:9]1[CH:13]=[C:12]([CH2:14][CH2:15][CH2:16][C:17](=[O:19])[CH3:18])/[C:11](=[N:20]/[C:21](=[O:33])[C:22]2[CH:27]=[CH:26][CH:25]=[C:24]([C:28]([F:31])([F:30])[F:29])[C:23]=2[F:32])/[S:10]1)([CH3:8])([CH3:7])[CH3:6].[CH3:34][Mg]Br, predict the reaction product. The product is: [C:5]([N:9]1[CH:13]=[C:12]([CH2:14][CH2:15][CH2:16][C:17]([OH:19])([CH3:34])[CH3:18])/[C:11](=[N:20]/[C:21](=[O:33])[C:22]2[CH:27]=[CH:26][CH:25]=[C:24]([C:28]([F:29])([F:31])[F:30])[C:23]=2[F:32])/[S:10]1)([CH3:6])([CH3:7])[CH3:8]. (6) The product is: [F:1][C:2]1[C:3]([O:9][CH3:10])=[C:4]([NH:5][CH:13]([C:15]2[CH:16]=[C:17]([C:32]([N:34]([CH3:36])[CH3:35])=[O:33])[CH:18]=[C:19]3[C:24]=2[O:23][C:22]([N:25]2[CH2:30][CH2:29][O:28][CH2:27][CH2:26]2)=[CH:21][C:20]3=[O:31])[CH3:14])[CH:6]=[CH:7][CH:8]=1. Given the reactants [F:1][C:2]1[C:3]([O:9][CH3:10])=[C:4]([CH:6]=[CH:7][CH:8]=1)[NH2:5].Br.Br[CH:13]([C:15]1[CH:16]=[C:17]([C:32]([N:34]([CH3:36])[CH3:35])=[O:33])[CH:18]=[C:19]2[C:24]=1[O:23][C:22]([N:25]1[CH2:30][CH2:29][O:28][CH2:27][CH2:26]1)=[CH:21][C:20]2=[O:31])[CH3:14], predict the reaction product.